From a dataset of Forward reaction prediction with 1.9M reactions from USPTO patents (1976-2016). Predict the product of the given reaction. (1) Given the reactants [CH2:1]([O:8][C@@H:9]1[C@@H:21]([O:22][CH2:23][C:24]2[CH:29]=[CH:28][CH:27]=[CH:26][CH:25]=2)[C@@H:20]([O:30][CH2:31][C:32]2[CH:37]=[CH:36][CH:35]=[CH:34][CH:33]=2)[C@@H:19]([CH2:38][O:39][CH2:40][C:41]2[CH:46]=[CH:45][CH:44]=[CH:43][CH:42]=2)[O:18][C@H:10]1SC1C=CC=CC=1)[C:2]1[CH:7]=[CH:6][CH:5]=[CH:4][CH:3]=1.C(N(S(F)(F)[F:53])CC)C.BrN1C(=O)CCC1=O.C([O-])(O)=O.[Na+], predict the reaction product. The product is: [CH2:1]([O:8][C@@H:9]1[C@@H:21]([O:22][CH2:23][C:24]2[CH:29]=[CH:28][CH:27]=[CH:26][CH:25]=2)[C@@H:20]([O:30][CH2:31][C:32]2[CH:37]=[CH:36][CH:35]=[CH:34][CH:33]=2)[C@@H:19]([CH2:38][O:39][CH2:40][C:41]2[CH:46]=[CH:45][CH:44]=[CH:43][CH:42]=2)[O:18][C@@H:10]1[F:53])[C:2]1[CH:7]=[CH:6][CH:5]=[CH:4][CH:3]=1. (2) Given the reactants [C:1]([CH:4]([C:14]1[N:22]2[C:17]([C:18](=[O:37])[NH:19][C:20]([CH2:23][C:24]3[CH:25]=[CH:26][C:27]([CH3:36])=[C:28]([CH:35]=3)[CH2:29][S:30]([NH:33][CH3:34])(=[O:32])=[O:31])=[N:21]2)=[C:16]([CH3:38])[N:15]=1)[CH2:5][CH2:6][CH2:7][C:8]1[CH:13]=[CH:12][CH:11]=[CH:10][CH:9]=1)(=[O:3])[CH3:2].[BH4-].[Na+], predict the reaction product. The product is: [OH:3][CH:1]([CH:4]([C:14]1[N:22]2[C:17]([C:18](=[O:37])[NH:19][C:20]([CH2:23][C:24]3[CH:25]=[CH:26][C:27]([CH3:36])=[C:28]([CH:35]=3)[CH2:29][S:30]([NH:33][CH3:34])(=[O:32])=[O:31])=[N:21]2)=[C:16]([CH3:38])[N:15]=1)[CH2:5][CH2:6][CH2:7][C:8]1[CH:9]=[CH:10][CH:11]=[CH:12][CH:13]=1)[CH3:2]. (3) Given the reactants Br[C:2]1[CH:7]=[CH:6][C:5]([N:8]([C:27]2[N:32]=[C:31]([C:33]3[CH:38]=[CH:37][CH:36]=[CH:35][CH:34]=3)[N:30]=[C:29]([C:39]3[CH:44]=[CH:43][CH:42]=[CH:41][CH:40]=3)[N:28]=2)[C:9]2[N:14]=[C:13]([C:15]3[CH:20]=[CH:19][CH:18]=[CH:17][CH:16]=3)[N:12]=[C:11]([C:21]3[CH:26]=[CH:25][CH:24]=[CH:23][CH:22]=3)[N:10]=2)=[CH:4][CH:3]=1.[C:45]1(B(O)O)[CH:50]=[CH:49][CH:48]=[CH:47][CH:46]=1.P([O-])([O-])([O-])=O.[K+].[K+].[K+].C1(C)C=CC=CC=1P(C1C=CC=CC=1C)C1C=CC=CC=1C, predict the reaction product. The product is: [C:2]1([C:45]2[CH:50]=[CH:49][CH:48]=[CH:47][CH:46]=2)[CH:7]=[CH:6][C:5]([N:8]([C:27]2[N:32]=[C:31]([C:33]3[CH:38]=[CH:37][CH:36]=[CH:35][CH:34]=3)[N:30]=[C:29]([C:39]3[CH:44]=[CH:43][CH:42]=[CH:41][CH:40]=3)[N:28]=2)[C:9]2[N:14]=[C:13]([C:15]3[CH:20]=[CH:19][CH:18]=[CH:17][CH:16]=3)[N:12]=[C:11]([C:21]3[CH:26]=[CH:25][CH:24]=[CH:23][CH:22]=3)[N:10]=2)=[CH:4][CH:3]=1. (4) Given the reactants Cl.[F:2][C:3]1[CH:4]=[C:5]([CH:25]=[CH:26][C:27]=1[OH:28])[NH:6][C:7]1[C:16]2[C:11](=[CH:12][CH:13]=[CH:14][C:15]=2[O:17][CH:18]2[CH2:23][CH2:22][N:21]([CH3:24])[CH2:20][CH2:19]2)[N:10]=[CH:9][N:8]=1.[CH3:29][C:30]1[O:34][N:33]=[C:32]([CH2:35]Cl)[CH:31]=1, predict the reaction product. The product is: [F:2][C:3]1[CH:4]=[C:5]([CH:25]=[CH:26][C:27]=1[O:28][CH2:35][C:32]1[CH:31]=[C:30]([CH3:29])[O:34][N:33]=1)[NH:6][C:7]1[C:16]2[C:11](=[CH:12][CH:13]=[CH:14][C:15]=2[O:17][CH:18]2[CH2:23][CH2:22][N:21]([CH3:24])[CH2:20][CH2:19]2)[N:10]=[CH:9][N:8]=1. (5) Given the reactants [CH3:1][O:2][C:3]1[CH:4]=[C:5]([CH2:11][CH2:12][CH2:13]O)[CH:6]=[C:7]([O:9][CH3:10])[CH:8]=1.C(N(CC)CC)C.CS(Cl)(=O)=O.[C:27]([O:30][CH2:31][CH3:32])(=[O:29])C, predict the reaction product. The product is: [CH2:31]([O:30][C:27](=[O:29])[CH2:13][CH2:12][CH2:11][C:5]1[CH:6]=[C:7]([O:9][CH3:10])[CH:8]=[C:3]([O:2][CH3:1])[CH:4]=1)[CH3:32].